The task is: Predict the reactants needed to synthesize the given product.. This data is from Full USPTO retrosynthesis dataset with 1.9M reactions from patents (1976-2016). Given the product [C:12]([O:11][C:9]([N:21]1[CH2:22][CH2:23][CH:18]([Br:17])[CH2:19][CH2:20]1)=[O:10])([CH3:13])([CH3:14])[CH3:15], predict the reactants needed to synthesize it. The reactants are: [C:12]([O:11][C:9](O[C:9]([O:11][C:12]([CH3:15])([CH3:14])[CH3:13])=[O:10])=[O:10])([CH3:15])([CH3:14])[CH3:13].Br.[Br:17][CH:18]1[CH2:23][CH2:22][NH:21][CH2:20][CH2:19]1.C(N(CC)CC)C.